From a dataset of Forward reaction prediction with 1.9M reactions from USPTO patents (1976-2016). Predict the product of the given reaction. (1) Given the reactants [NH:1]1[CH:5]=[C:4]([C:6]2[C:7]([C:15]3[CH:20]=[CH:19][CH:18]=[CH:17][CH:16]=3)=[N:8][O:9][C:10]=2[C:11]([F:14])([F:13])[F:12])[N:3]=[CH:2]1.F[C:22]1[CH:29]=[CH:28][C:25]([C:26]#[N:27])=[CH:24][CH:23]=1, predict the reaction product. The product is: [C:15]1([C:7]2[C:6]([C:4]3[N:3]=[CH:2][N:1]([C:22]4[CH:29]=[CH:28][C:25]([C:26]#[N:27])=[CH:24][CH:23]=4)[CH:5]=3)=[C:10]([C:11]([F:14])([F:12])[F:13])[O:9][N:8]=2)[CH:16]=[CH:17][CH:18]=[CH:19][CH:20]=1. (2) Given the reactants [C:1]([NH:4][C:5]([CH2:14][C:15]1[CH:20]=[CH:19][CH:18]=[C:17]([C:21]#[N:22])[CH:16]=1)(C([O-])=O)[C:6]([O:8][CH2:9][CH3:10])=[O:7])(=[O:3])[CH3:2].[I-].[Li+].CN(C)C=O.O, predict the reaction product. The product is: [C:1]([NH:4][CH:5]([CH2:14][C:15]1[CH:20]=[CH:19][CH:18]=[C:17]([C:21]#[N:22])[CH:16]=1)[C:6]([O:8][CH2:9][CH3:10])=[O:7])(=[O:3])[CH3:2]. (3) Given the reactants [CH:1]1[C:18]2=[C:19]3[C:8]([C:9]4[C:20]5[C:13](=[CH:14][CH:15]=[CH:16][C:17]2=5)[CH:12]=[CH:11][CH:10]=4)=[CH:7][CH:6]=[C:5]2[C:21]([O:23][C:24](=[O:25])[C:3](=[C:4]23)[CH:2]=1)=O.[CH2:26]([NH2:35])[CH2:27][CH2:28][CH2:29][CH2:30][CH2:31][CH2:32][CH2:33][CH3:34], predict the reaction product. The product is: [CH2:26]([N:35]1[C:21](=[O:23])[C:5]2[C:4]3[C:19]4[C:8](=[CH:7][CH:6]=2)[C:9]2[C:20]5[C:13]([CH:12]=[CH:11][CH:10]=2)=[CH:14][CH:15]=[CH:16][C:17]=5[C:18]=4[CH:1]=[CH:2][C:3]=3[C:24]1=[O:25])[CH2:27][CH2:28][CH2:29][CH2:30][CH2:31][CH2:32][CH2:33][CH3:34]. (4) Given the reactants Cl.Cl.[Cl:3][C:4]1[CH:18]=[CH:17][C:7]2[N:8]=[C:9]([N:11]3[CH2:16][CH2:15][NH:14][CH2:13][CH2:12]3)[S:10][C:6]=2[CH:5]=1.C(N(CC)CC)C.C1COCC1.[Cl:31][CH2:32][C:33](Cl)=[O:34], predict the reaction product. The product is: [Cl:31][CH2:32][C:33]([N:14]1[CH2:15][CH2:16][N:11]([C:9]2[S:10][C:6]3[CH:5]=[C:4]([Cl:3])[CH:18]=[CH:17][C:7]=3[N:8]=2)[CH2:12][CH2:13]1)=[O:34]. (5) Given the reactants [Si:1]([O:18][CH2:19][C:20]1[N:21]=[CH:22][N:23]([CH2:25][O:26][CH2:27][CH2:28][Si:29]([CH3:32])([CH3:31])[CH3:30])[CH:24]=1)([C:14]([CH3:17])([CH3:16])[CH3:15])([C:8]1[CH:13]=[CH:12][CH:11]=[CH:10][CH:9]=1)[C:2]1[CH:7]=[CH:6][CH:5]=[CH:4][CH:3]=1.C([Li])CCC.CON(C)[C:41](=[O:43])[CH3:42].[Cl-].[NH4+], predict the reaction product. The product is: [Si:1]([O:18][CH2:19][C:20]1[N:21]=[C:22]([C:41](=[O:43])[CH3:42])[N:23]([CH2:25][O:26][CH2:27][CH2:28][Si:29]([CH3:32])([CH3:31])[CH3:30])[CH:24]=1)([C:14]([CH3:16])([CH3:17])[CH3:15])([C:2]1[CH:7]=[CH:6][CH:5]=[CH:4][CH:3]=1)[C:8]1[CH:9]=[CH:10][CH:11]=[CH:12][CH:13]=1. (6) Given the reactants [CH3:1][C:2]([CH3:25])([CH2:11][CH2:12][CH2:13][N:14]1C(=O)C2=CC=CC=C2C1=O)[CH2:3][O:4][CH:5]1[CH2:10][CH2:9][CH2:8][CH2:7][O:6]1.O.NN, predict the reaction product. The product is: [CH3:1][C:2]([CH3:25])([CH2:3][O:4][CH:5]1[CH2:10][CH2:9][CH2:8][CH2:7][O:6]1)[CH2:11][CH2:12][CH2:13][NH2:14].